From a dataset of Peptide-MHC class I binding affinity with 185,985 pairs from IEDB/IMGT. Regression. Given a peptide amino acid sequence and an MHC pseudo amino acid sequence, predict their binding affinity value. This is MHC class I binding data. (1) The peptide sequence is EYYFRNEVF. The MHC is HLA-A68:02 with pseudo-sequence HLA-A68:02. The binding affinity (normalized) is 0.249. (2) The peptide sequence is AFRHVAREL. The MHC is HLA-A03:01 with pseudo-sequence HLA-A03:01. The binding affinity (normalized) is 0. (3) The peptide sequence is RMLINRFTMK. The MHC is HLA-A03:01 with pseudo-sequence HLA-A03:01. The binding affinity (normalized) is 0.831. (4) The peptide sequence is VTVTNVLLY. The MHC is HLA-A33:01 with pseudo-sequence HLA-A33:01. The binding affinity (normalized) is 0.419. (5) The peptide sequence is SIFLHLVKI. The MHC is HLA-B07:02 with pseudo-sequence HLA-B07:02. The binding affinity (normalized) is 0.0981. (6) The peptide sequence is ILGTVSWNL. The MHC is HLA-A01:01 with pseudo-sequence HLA-A01:01. The binding affinity (normalized) is 0.0847. (7) The peptide sequence is AIITPVVFY. The MHC is HLA-A31:01 with pseudo-sequence HLA-A31:01. The binding affinity (normalized) is 0.149. (8) The peptide sequence is TLYCVHQRI. The MHC is HLA-B42:01 with pseudo-sequence YYSEYRNIYAQTDESNLYLSYNYYTWAVDAYTWY. The binding affinity (normalized) is 0.132.